From a dataset of Reaction yield outcomes from USPTO patents with 853,638 reactions. Predict the reaction yield, written as a fraction of the theoretical maximum amount of product (1.0 means a 100% yield; for example, 0.34 means a 34% yield). (1) The reactants are C[O:2][C:3]([C:5]1[CH:10]=[CH:9][C:8]([C:11]2[C:12]([CH3:55])([CH3:54])[C@H:13]3[C@:26]([CH3:29])([CH2:27][CH:28]=2)[C@@H:25]2[C@:16]([CH3:53])([C@@:17]4([CH3:52])[C@H:22]([CH2:23][CH2:24]2)[C@H:21]2[C@H:30]([C:33]([CH3:35])=[CH2:34])[CH2:31][CH2:32][C@:20]2([NH:36][CH2:37][CH2:38][N:39]2[CH2:44][CH2:43][N:42](C(OC(C)(C)C)=O)[CH2:41][CH2:40]2)[CH2:19][CH2:18]4)[CH2:15][CH2:14]3)=[CH:7][CH:6]=1)=[O:4].Cl. The catalyst is C1COCC1. The product is [CH3:52][C@:17]12[C@@:16]3([CH3:53])[C@@H:25]([C@:26]4([CH3:29])[C@@H:13]([CH2:14][CH2:15]3)[C:12]([CH3:54])([CH3:55])[C:11]([C:8]3[CH:9]=[CH:10][C:5]([C:3]([OH:4])=[O:2])=[CH:6][CH:7]=3)=[CH:28][CH2:27]4)[CH2:24][CH2:23][C@@H:22]1[C@H:21]1[C@H:30]([C:33]([CH3:35])=[CH2:34])[CH2:31][CH2:32][C@:20]1([NH:36][CH2:37][CH2:38][N:39]1[CH2:40][CH2:41][NH:42][CH2:43][CH2:44]1)[CH2:19][CH2:18]2. The yield is 0.870. (2) The reactants are CN1C=C(C2NC3=NC=CC(C4C=CC(C5(NC(C6OC(C(C)(C)C)=NN=6)=O)CC5)=CC=4)=C3N=2)C=N1.Br[C:38]1[CH:43]=[CH:42][N:41]=[C:40]2[NH:44][C:45]([C:47]3[CH:48]=[N:49][N:50]([CH3:52])[CH:51]=3)=[N:46][C:39]=12.[C:53]([C:57]1[CH:82]=[CH:81][C:60]([C:61]([NH:63][CH2:64][C:65]2[CH:70]=[CH:69][C:68](B3OC(C)(C)C(C)(C)O3)=[CH:67][C:66]=2[CH3:80])=[O:62])=[CH:59][CH:58]=1)([CH3:56])([CH3:55])[CH3:54].P([O-])([O-])([O-])=O.[K+].[K+].[K+].C([O-])(=O)C.[Na+].C(#N)C. No catalyst specified. The product is [C:53]([C:57]1[CH:82]=[CH:81][C:60]([C:61]([NH:63][CH2:64][C:65]2[CH:70]=[CH:69][C:68]([C:38]3[CH:43]=[CH:42][N:41]=[C:40]4[NH:44][C:45]([C:47]5[CH:48]=[N:49][N:50]([CH3:52])[CH:51]=5)=[N:46][C:39]=34)=[CH:67][C:66]=2[CH3:80])=[O:62])=[CH:59][CH:58]=1)([CH3:56])([CH3:54])[CH3:55]. The yield is 0.510. (3) The reactants are Br[C:2]1[C:3]([CH:23]([CH3:25])[CH3:24])=[N:4][C:5]([N:10]2[CH2:15][CH2:14][N:13]([C:16](=[O:21])[CH2:17][CH2:18][O:19][CH3:20])[C@H:12]([CH3:22])[CH2:11]2)=[C:6]([CH:9]=1)[C:7]#[N:8].[CH3:26][C:27]1([CH3:43])[C:31]([CH3:33])([CH3:32])[O:30][B:29]([B:29]2[O:30][C:31]([CH3:33])([CH3:32])[C:27]([CH3:43])([CH3:26])[O:28]2)[O:28]1.CC([O-])=O.[K+].C(Cl)Cl. The catalyst is CN(C=O)C.C1C=CC(P(C2C=CC=CC=2)[C-]2C=CC=C2)=CC=1.C1C=CC(P(C2C=CC=CC=2)[C-]2C=CC=C2)=CC=1.Cl[Pd]Cl.[Fe+2]. The product is [CH:23]([C:3]1[C:2]([B:29]2[O:30][C:31]([CH3:33])([CH3:32])[C:27]([CH3:43])([CH3:26])[O:28]2)=[CH:9][C:6]([C:7]#[N:8])=[C:5]([N:10]2[CH2:15][CH2:14][N:13]([C:16](=[O:21])[CH2:17][CH2:18][O:19][CH3:20])[C@H:12]([CH3:22])[CH2:11]2)[N:4]=1)([CH3:25])[CH3:24]. The yield is 0.250. (4) The reactants are [Br:1][C:2]1[CH:3]=[CH:4][C:5]([OH:11])=[C:6]([C:8](=[O:10])[CH3:9])[CH:7]=1.[CH3:12][C:13]1([CH3:21])[CH2:18][CH:17]([CH:19]=O)[CH2:16][CH2:15][O:14]1.N1CCCC1. The catalyst is CO. The product is [Br:1][C:2]1[CH:7]=[C:6]2[C:5](=[CH:4][CH:3]=1)[O:11][CH:19]([CH:17]1[CH2:16][CH2:15][O:14][C:13]([CH3:21])([CH3:12])[CH2:18]1)[CH2:9][C:8]2=[O:10]. The yield is 0.760. (5) The reactants are [Si:1]([O:8][CH2:9][C:10]1[N:11]([CH3:36])[C:12]2[CH:13]=[CH:14][C:15]3[C:23](=[N:24][CH2:25][C:26]4[CH:31]=[CH:30][C:29]([O:32][CH3:33])=[CH:28][C:27]=4[O:34][CH3:35])[CH2:22][CH2:21][CH2:20][CH2:19][C:16]=3[C:17]=2[CH:18]=1)([C:4]([CH3:7])([CH3:6])[CH3:5])([CH3:3])[CH3:2].[CH:37]([C:46](OC)=[O:47])([C:42](OC)=[O:43])[C:38]([O:40][CH3:41])=[O:39]. The catalyst is O(C1C=CC=CC=1)C1C=CC=CC=1. The product is [Si:1]([O:8][CH2:9][C:10]1[N:11]([CH3:36])[C:12]2[C:17]([CH:18]=1)=[C:16]1[CH2:19][CH2:20][CH2:21][C:22]3[C:46]([OH:47])=[C:37]([C:38]([O:40][CH3:41])=[O:39])[C:42](=[O:43])[N:24]([CH2:25][C:26]4[CH:31]=[CH:30][C:29]([O:32][CH3:33])=[CH:28][C:27]=4[O:34][CH3:35])[C:23]=3[C:15]1=[CH:14][CH:13]=2)([C:4]([CH3:7])([CH3:6])[CH3:5])([CH3:3])[CH3:2]. The yield is 0.500. (6) The reactants are [NH2:1][C:2]1[C:3]([C:17]#[N:18])=[C:4]([CH:14]=[CH:15][CH:16]=1)[O:5][CH2:6][CH2:7][CH2:8][CH2:9][NH:10][C:11](=[O:13])[CH3:12].[S:19](Cl)(=[O:22])(=[O:21])[NH2:20]. No catalyst specified. The product is [C:17]([C:3]1[C:2]([NH:1][S:19](=[O:22])(=[O:21])[NH2:20])=[CH:16][CH:15]=[CH:14][C:4]=1[O:5][CH2:6][CH2:7][CH2:8][CH2:9][NH:10][C:11](=[O:13])[CH3:12])#[N:18]. The yield is 1.00. (7) The reactants are [NH2:1][C:2]1[CH:9]=[CH:8][C:5]([C:6]#[N:7])=[CH:4][C:3]=1[S:10][CH2:11][C:12]1[CH:17]=[CH:16][CH:15]=[CH:14][CH:13]=1.[O:18]1[C:22]2[CH:23]=[CH:24][CH:25]=[CH:26][C:21]=2[CH:20]=[C:19]1[S:27](Cl)(=[O:29])=[O:28]. The catalyst is CN(C1C=CN=CC=1)C.N1C=CC=CC=1. The product is [CH2:11]([S:10][C:3]1[CH:4]=[C:5]([C:6]#[N:7])[CH:8]=[CH:9][C:2]=1[NH:1][S:27]([C:19]1[O:18][C:22]2[CH:23]=[CH:24][CH:25]=[CH:26][C:21]=2[CH:20]=1)(=[O:28])=[O:29])[C:12]1[CH:17]=[CH:16][CH:15]=[CH:14][CH:13]=1. The yield is 0.470.